This data is from Forward reaction prediction with 1.9M reactions from USPTO patents (1976-2016). The task is: Predict the product of the given reaction. Given the reactants [CH2:1]([C@H:8]([NH:21][C:22]([C@@H:24]([NH:34][C:35]([C@@H:37]([NH:41][C:42]([CH:44]1[CH2:52][C:51]2[C:46](=[CH:47][CH:48]=[CH:49][CH:50]=2)[CH2:45]1)=[O:43])[CH:38]1[CH2:40][CH2:39]1)=[O:36])[CH2:25][C:26]1[CH:31]=[CH:30][C:29]([O:32][CH3:33])=[CH:28][CH:27]=1)=[O:23])[CH:9]([C:11](=[O:20])[NH:12][CH2:13][C:14]1[CH:19]=[CH:18][CH:17]=[CH:16][CH:15]=1)[OH:10])[C:2]1[CH:7]=[CH:6][CH:5]=[CH:4][CH:3]=1.CC(OI1(OC(C)=O)(OC(C)=O)OC(=O)C2C=CC=CC1=2)=O, predict the reaction product. The product is: [CH2:1]([C@H:8]([NH:21][C:22]([C@@H:24]([NH:34][C:35]([C@@H:37]([NH:41][C:42]([CH:44]1[CH2:45][C:46]2[C:51](=[CH:50][CH:49]=[CH:48][CH:47]=2)[CH2:52]1)=[O:43])[CH:38]1[CH2:40][CH2:39]1)=[O:36])[CH2:25][C:26]1[CH:27]=[CH:28][C:29]([O:32][CH3:33])=[CH:30][CH:31]=1)=[O:23])[C:9]([C:11](=[O:20])[NH:12][CH2:13][C:14]1[CH:15]=[CH:16][CH:17]=[CH:18][CH:19]=1)=[O:10])[C:2]1[CH:7]=[CH:6][CH:5]=[CH:4][CH:3]=1.